Dataset: Full USPTO retrosynthesis dataset with 1.9M reactions from patents (1976-2016). Task: Predict the reactants needed to synthesize the given product. (1) The reactants are: [N+]([C:4]1[C:5]([CH3:13])=[C:6]([CH:10]=[CH:11][CH:12]=1)[C:7]([OH:9])=[O:8])([O-])=O.N([O-])=[O:15].[Na+]. Given the product [OH:15][C:4]1[C:5]([CH3:13])=[C:6]([CH:10]=[CH:11][CH:12]=1)[C:7]([OH:9])=[O:8], predict the reactants needed to synthesize it. (2) Given the product [CH2:13]([O:15][C:8](=[O:12])[CH:7]=[CH:6][C:5]1[CH:4]=[CH:3][C:2]([O:1][CH2:48][CH2:49][C:50]2[N:35]=[C:42]([C:29]3[CH:30]=[CH:31][CH:32]=[CH:33][CH:34]=3)[O:44][C:45]=2[CH3:46])=[CH:11][C:10]=1[OH:9])[CH3:14], predict the reactants needed to synthesize it. The reactants are: [OH:1][C:2]1[CH:11]=[C:10]2[C:5]([CH:6]=[CH:7][C:8](=[O:12])[O:9]2)=[CH:4][CH:3]=1.[CH2:13]([OH:15])[CH3:14].[C:29]1(P([C:29]2[CH:34]=[CH:33][CH:32]=[CH:31][CH:30]=2)[C:29]2[CH:34]=[CH:33][CH:32]=[CH:31][CH:30]=2)[CH:34]=[CH:33][CH:32]=[CH:31][CH:30]=1.[N:35]([C:42]([O:44][CH2:45][CH3:46])=O)=[N:35][C:42]([O:44][CH2:45][CH3:46])=O.O1C[CH2:50][CH2:49][CH2:48]1. (3) Given the product [CH2:72]([C@H:71]([NH:79][C:53](=[O:55])[C:52]1[CH:56]=[CH:57][CH:58]=[C:50]([N:49]2[CH2:48][CH2:47][O:46][C:45]2=[O:44])[CH:51]=1)[C@@H:70]([OH:80])[CH2:69][C@H:68]([C:67](=[O:82])[NH:66][CH:60]1[CH2:61][CH:62]2[CH2:65][CH:59]1[CH2:64][CH2:63]2)[CH3:81])[C:73]1[CH:74]=[CH:75][CH:76]=[CH:77][CH:78]=1, predict the reactants needed to synthesize it. The reactants are: C([C@H](NC(=O)C1C=C(C2C=CC=CC=2)C=C(N2CCCC2=O)C=1)[C@@H](O)C[C@H](C(=O)NCCC(C)(C)C)C)C1C=CC=CC=1.[O:44]=[C:45]1[N:49]([C:50]2[CH:51]=[C:52]([CH:56]=[CH:57][CH:58]=2)[C:53]([OH:55])=O)[CH2:48][CH2:47][O:46]1.[CH:59]12[CH2:65][CH:62]([CH2:63][CH2:64]1)[CH2:61][CH:60]2[NH:66][C:67](=[O:82])[C@H:68]([CH3:81])[CH2:69][C@H:70]([OH:80])[C@@H:71]([NH2:79])[CH2:72][C:73]1[CH:78]=[CH:77][CH:76]=[CH:75][CH:74]=1. (4) Given the product [CH2:22]([C:23]1[CH:24]=[CH:25][C:26]([C:29]([NH:10][C@H:11]2[CH:16]3[CH2:17][CH2:18][N:13]([CH2:14][CH2:15]3)[CH2:12]2)=[O:30])=[N:27][CH:28]=1)[CH2:21][CH2:20][CH3:19], predict the reactants needed to synthesize it. The reactants are: C(N(CC)CC)C.Cl.Cl.[NH2:10][C@H:11]1[CH:16]2[CH2:17][CH2:18][N:13]([CH2:14][CH2:15]2)[CH2:12]1.[CH3:19][CH2:20][CH2:21][CH2:22][C:23]1[CH:24]=[CH:25][C:26]([C:29](O)=[O:30])=[N:27][CH:28]=1.[I-].ClC1C=CC=C[N+]=1C. (5) Given the product [N:12]1[CH:13]=[CH:14][CH:15]=[C:10]([CH:9]([C:16]2[CH:17]=[N:18][CH:19]=[CH:20][CH:21]=2)[CH2:8][C:7]2[C:2]([NH:28][C:23]3[C:22]([NH2:29])=[CH:27][CH:26]=[CH:25][CH:24]=3)=[N:3][CH:4]=[CH:5][CH:6]=2)[CH:11]=1, predict the reactants needed to synthesize it. The reactants are: Cl[C:2]1[C:7]([CH2:8][CH:9]([C:16]2[CH:17]=[N:18][CH:19]=[CH:20][CH:21]=2)[C:10]2[CH:11]=[N:12][CH:13]=[CH:14][CH:15]=2)=[CH:6][CH:5]=[CH:4][N:3]=1.[C:22]1([NH2:29])[CH:27]=[CH:26][CH:25]=[CH:24][C:23]=1[NH2:28].CC(C)([O-])C.[Na+].N#N. (6) The reactants are: [Cl:1][C:2]1[CH:29]=[CH:28][CH:27]=[CH:26][C:3]=1[CH2:4][N:5]([C:11]1[C:16]([C:17]([F:20])([F:19])[F:18])=[CH:15][C:14]([C:21]#[N:22])=[CH:13][C:12]=1[N+:23]([O-])=O)[C:6](=[O:10])[O:7][CH2:8][CH3:9].C(=O)(O)[O-].[Na+]. Given the product [NH2:23][C:12]1[CH:13]=[C:14]([C:21]#[N:22])[CH:15]=[C:16]([C:17]([F:19])([F:20])[F:18])[C:11]=1[N:5]([CH2:4][C:3]1[CH:26]=[CH:27][CH:28]=[CH:29][C:2]=1[Cl:1])[C:6](=[O:10])[O:7][CH2:8][CH3:9], predict the reactants needed to synthesize it. (7) Given the product [CH3:3][C:4]1[O:8][C:7]([C:9]2[CH:10]=[CH:11][C:12]([O:13][C:14]3[CH:15]=[C:16]([CH:21]=[C:22]([O:24][C@@H:25]4[CH2:29][CH2:28][N:27]([CH3:33])[C:26]4=[O:30])[CH:23]=3)[C:17]([O:19][CH3:20])=[O:18])=[CH:31][CH:32]=2)=[N:6][N:5]=1, predict the reactants needed to synthesize it. The reactants are: [H-].[Na+].[CH3:3][C:4]1[O:8][C:7]([C:9]2[CH:32]=[CH:31][C:12]([O:13][C:14]3[CH:15]=[C:16]([CH:21]=[C:22]([O:24][C@@H:25]4[CH2:29][CH2:28][NH:27][C:26]4=[O:30])[CH:23]=3)[C:17]([O:19][CH3:20])=[O:18])=[CH:11][CH:10]=2)=[N:6][N:5]=1.[CH3:33]I. (8) Given the product [Br:20][C:17]1[CH:18]=[CH:19][C:14]([CH:8]([C:5]2[CH:4]=[CH:3][C:2]([Br:1])=[CH:7][CH:6]=2)[S:9][CH2:10][C:11]([NH:30][CH2:29][CH2:28][CH2:27][C:21]2[CH:26]=[CH:25][CH:24]=[CH:23][CH:22]=2)=[O:13])=[CH:15][CH:16]=1, predict the reactants needed to synthesize it. The reactants are: [Br:1][C:2]1[CH:7]=[CH:6][C:5]([CH:8]([C:14]2[CH:19]=[CH:18][C:17]([Br:20])=[CH:16][CH:15]=2)[S:9][CH2:10][C:11]([OH:13])=O)=[CH:4][CH:3]=1.[C:21]1([CH2:27][CH2:28][CH2:29][NH2:30])[CH:26]=[CH:25][CH:24]=[CH:23][CH:22]=1. (9) The reactants are: [CH3:1][C:2]1[NH:3][C:4](=O)[C:5]([C:8]([O:10][CH2:11][CH3:12])=[O:9])=[CH:6][N:7]=1.O=P(Cl)(Cl)[Cl:16]. Given the product [Cl:16][C:4]1[C:5]([C:8]([O:10][CH2:11][CH3:12])=[O:9])=[CH:6][N:7]=[C:2]([CH3:1])[N:3]=1, predict the reactants needed to synthesize it. (10) Given the product [C:9]([O:13][C:14](=[O:39])[NH:15][C@H:16]1[CH2:17][CH2:18][C@H:19]([C:22]([CH2:37][NH:8][CH2:1][C:2]2[CH:7]=[CH:6][CH:5]=[CH:4][CH:3]=2)=[CH:23][C:24]2[C:33]3[C:28](=[CH:29][CH:30]=[C:31]([O:34][CH3:35])[N:32]=3)[N:27]=[CH:26][C:25]=2[Cl:36])[CH2:20][CH2:21]1)([CH3:12])([CH3:10])[CH3:11], predict the reactants needed to synthesize it. The reactants are: [CH2:1]([NH2:8])[C:2]1[CH:7]=[CH:6][CH:5]=[CH:4][CH:3]=1.[C:9]([O:13][C:14](=[O:39])[NH:15][C@H:16]1[CH2:21][CH2:20][C@H:19]([C:22]([CH:37]=O)=[CH:23][C:24]2[C:33]3[C:28](=[CH:29][CH:30]=[C:31]([O:34][CH3:35])[N:32]=3)[N:27]=[CH:26][C:25]=2[Cl:36])[CH2:18][CH2:17]1)([CH3:12])([CH3:11])[CH3:10].C(O)(=O)C.C([BH3-])#N.[Na+].